From a dataset of Peptide-MHC class I binding affinity with 185,985 pairs from IEDB/IMGT. Regression. Given a peptide amino acid sequence and an MHC pseudo amino acid sequence, predict their binding affinity value. This is MHC class I binding data. (1) The peptide sequence is TYPVLEEMF. The MHC is HLA-A68:01 with pseudo-sequence HLA-A68:01. The binding affinity (normalized) is 0. (2) The peptide sequence is KYLFSPNML. The MHC is HLA-A11:01 with pseudo-sequence HLA-A11:01. The binding affinity (normalized) is 0.0847.